From a dataset of Full USPTO retrosynthesis dataset with 1.9M reactions from patents (1976-2016). Predict the reactants needed to synthesize the given product. Given the product [CH2:15]([N:11]1[C:12]2[C:7](=[C:6]([OH:29])[C:5]([C:3]([OH:4])=[O:2])=[N:14][CH:13]=2)[CH:8]=[C:9]([C:23]2[CH:28]=[CH:27][CH:26]=[CH:25][CH:24]=2)[C:10]1=[O:22])[C:16]1[CH:21]=[CH:20][CH:19]=[CH:18][CH:17]=1, predict the reactants needed to synthesize it. The reactants are: C[O:2][C:3]([C:5]1[C:6]([OH:29])=[C:7]2[C:12](=[CH:13][N:14]=1)[N:11]([CH2:15][C:16]1[CH:21]=[CH:20][CH:19]=[CH:18][CH:17]=1)[C:10](=[O:22])[C:9]([C:23]1[CH:28]=[CH:27][CH:26]=[CH:25][CH:24]=1)=[CH:8]2)=[O:4].[OH-].[Na+].C1COCC1.